Dataset: Full USPTO retrosynthesis dataset with 1.9M reactions from patents (1976-2016). Task: Predict the reactants needed to synthesize the given product. (1) The reactants are: [Cl:1][C:2]1[CH:3]=[CH:4][C:5]2[CH2:11][S:10](=[O:13])(=[O:12])[NH:9][N:8]=[C:7]([C:14]3[CH:19]=[CH:18][C:17]([F:20])=[CH:16][CH:15]=3)[C:6]=2[CH:21]=1.[CH:22](I)([CH3:24])[CH3:23]. Given the product [Cl:1][C:2]1[CH:3]=[CH:4][C:5]2[C:6]([CH:21]=1)=[C:7]([C:14]1[CH:19]=[CH:18][C:17]([F:20])=[CH:16][CH:15]=1)[NH:8][N:9]([CH:22]([CH3:24])[CH3:23])[S:10](=[O:12])(=[O:13])[CH:11]=2, predict the reactants needed to synthesize it. (2) The reactants are: [NH:1]1[CH2:11][CH2:10][CH:4]([C:5]([O:7][CH2:8][CH3:9])=[O:6])[CH2:3][CH2:2]1.C(=O)([O-])[O-].[K+].[K+].[C:18]1([CH2:24][CH2:25]Br)[CH:23]=[CH:22][CH:21]=[CH:20][CH:19]=1. Given the product [C:18]1([CH2:24][CH2:25][C:4]2([C:5]([O:7][CH2:8][CH3:9])=[O:6])[CH2:3][CH2:2][NH:1][CH2:11][CH2:10]2)[CH:23]=[CH:22][CH:21]=[CH:20][CH:19]=1, predict the reactants needed to synthesize it. (3) Given the product [CH3:1][N:2]1[C:7]2=[C:8]3[N:9]([C:10]([C:11]4[CH:12]=[CH:13][CH:14]=[CH:15][CH:16]=4)=[C:6]2[C:5](=[O:22])[N:4]([CH3:23])[C:3]1=[O:24])[CH2:17][CH2:18][C:19]3=[O:20], predict the reactants needed to synthesize it. The reactants are: [CH3:1][N:2]1[C:7]2=[CH:8][N:9]([CH2:17][CH2:18][C:19](O)=[O:20])[C:10]([C:11]3[CH:16]=[CH:15][CH:14]=[CH:13][CH:12]=3)=[C:6]2[C:5](=[O:22])[N:4]([CH3:23])[C:3]1=[O:24].CCCP(=O)=O.